From a dataset of Reaction yield outcomes from USPTO patents with 853,638 reactions. Predict the reaction yield, written as a fraction of the theoretical maximum amount of product (1.0 means a 100% yield; for example, 0.34 means a 34% yield). (1) The reactants are [C:1]1([CH:7]2[CH2:12][NH:11][CH2:10][CH2:9][N:8]2[C:13]([O:15][CH2:16][C:17]2[CH:22]=[CH:21][CH:20]=[CH:19][CH:18]=2)=[O:14])[CH:6]=[CH:5][CH:4]=[CH:3][CH:2]=1.Br[C:24]1[CH:29]=[CH:28][CH:27]=[CH:26][CH:25]=1.CC(C)([O-])C.[Na+]. The catalyst is C1C=CC=CC=1.C(OCC)(=O)C.C1C=CC(/C=C/C(/C=C/C2C=CC=CC=2)=O)=CC=1.C1C=CC(/C=C/C(/C=C/C2C=CC=CC=2)=O)=CC=1.C1C=CC(/C=C/C(/C=C/C2C=CC=CC=2)=O)=CC=1.[Pd].[Pd]. The product is [C:1]1([CH:7]2[CH2:12][N:11]([C:24]3[CH:29]=[CH:28][CH:27]=[CH:26][CH:25]=3)[CH2:10][CH2:9][N:8]2[C:13]([O:15][CH2:16][C:17]2[CH:18]=[CH:19][CH:20]=[CH:21][CH:22]=2)=[O:14])[CH:2]=[CH:3][CH:4]=[CH:5][CH:6]=1. The yield is 0.790. (2) The reactants are [CH2:1]([N:5]1[C:10]([N:11]([C:15]2[CH:20]=[C:19]([CH3:21])[CH:18]=[C:17]([CH3:22])[CH:16]=2)C(=O)C)=[C:9]([CH2:23][CH3:24])[C:8](=[O:25])[NH:7][C:6]1=[O:26])[CH:2]=[CH:3][CH3:4].C[O-].[Na+].[NH4+].[Cl-]. The catalyst is CO. The product is [CH2:1]([N:5]1[C:10]([NH:11][C:15]2[CH:16]=[C:17]([CH3:22])[CH:18]=[C:19]([CH3:21])[CH:20]=2)=[C:9]([CH2:23][CH3:24])[C:8](=[O:25])[NH:7][C:6]1=[O:26])[CH:2]=[CH:3][CH3:4]. The yield is 0.720. (3) The reactants are [F:1][C:2]1[CH:3]=[C:4]([C:10]2[C:15]([C:16]3[CH:21]=[CH:20][C:19]([O:22][CH3:23])=[CH:18][CH:17]=3)=[N:14][NH:13][C:12](=[O:24])[CH:11]=2)[CH:5]=[CH:6][C:7]=1[O:8][CH3:9].[CH2:25](Br)[C:26]1[CH:31]=[CH:30][CH:29]=[CH:28][CH:27]=1. No catalyst specified. The product is [CH2:25]([N:13]1[C:12](=[O:24])[CH:11]=[C:10]([C:4]2[CH:5]=[CH:6][C:7]([O:8][CH3:9])=[C:2]([F:1])[CH:3]=2)[C:15]([C:16]2[CH:17]=[CH:18][C:19]([O:22][CH3:23])=[CH:20][CH:21]=2)=[N:14]1)[C:26]1[CH:31]=[CH:30][CH:29]=[CH:28][CH:27]=1. The yield is 0.956. (4) The reactants are [Cl:1][C:2]1[CH:3]=[C:4]2[C:8](=[CH:9][CH:10]=1)[N:7]([C:11]1[N:15]([CH3:16])[N:14]=[C:13]([CH3:17])[C:12]=1[CH2:18][N:19]1C(=O)C3C(=CC=CC=3)C1=O)[CH:6]=[CH:5]2.NN. The catalyst is O1CCCC1. The product is [Cl:1][C:2]1[CH:3]=[C:4]2[C:8](=[CH:9][CH:10]=1)[N:7]([C:11]1[N:15]([CH3:16])[N:14]=[C:13]([CH3:17])[C:12]=1[CH2:18][NH2:19])[CH:6]=[CH:5]2. The yield is 0.830. (5) The reactants are [Cl:1][C:2]1[C:13]2[C:5](=[CH:6][C:7]([C:16]3[CH:21]=[CH:20][CH:19]=[CH:18][C:17]=3[Cl:22])=[C:8]3[C:12]=2[C:11](=[O:14])[NH:10][C:9]3=[O:15])[N:4]([CH2:23][CH2:24][CH2:25][O:26][CH3:27])[C:3]=1[CH:28]=[O:29].S(C)C. The catalyst is ClCCl. The product is [Cl:1][C:2]1[C:13]2[C:5](=[CH:6][C:7]([C:16]3[CH:21]=[CH:20][CH:19]=[CH:18][C:17]=3[Cl:22])=[C:8]3[C:12]=2[C:11](=[O:14])[NH:10][C:9]3=[O:15])[N:4]([CH2:23][CH2:24][CH2:25][O:26][CH3:27])[C:3]=1[CH2:28][OH:29]. The yield is 1.00. (6) The reactants are [NH2:1][C:2]1[C:11]([N+:12]([O-:14])=[O:13])=[CH:10][C:5]([C:6]([O:8][CH3:9])=[O:7])=[C:4](F)[C:3]=1[F:16].O1CCOCC1.[NH3:23]. The catalyst is O. The product is [NH2:23][C:4]1[C:3]([F:16])=[C:2]([NH2:1])[C:11]([N+:12]([O-:14])=[O:13])=[CH:10][C:5]=1[C:6]([O:8][CH3:9])=[O:7]. The yield is 0.920. (7) The reactants are C(O[C:4]([C:6]1[C:14]2[CH2:13][CH2:12][N:11]([C:15]3[CH:20]=[CH:19][C:18]([N:21]4[CH2:26][CH2:25][CH2:24][CH2:23][C:22]4=[O:27])=[CH:17][CH:16]=3)[C:10](=[O:28])[C:9]=2[N:8]([C:29]2[CH:34]=[CH:33][C:32]([O:35][CH3:36])=[CH:31][CH:30]=2)[N:7]=1)=O)C.[Li+].[BH4-].C(Cl)Cl.P(Br)(Br)Br. The product is [CH3:36][O:35][C:32]1[CH:31]=[CH:30][C:29]([N:8]2[C:9]3[C:10](=[O:28])[N:11]([C:15]4[CH:20]=[CH:19][C:18]([N:21]5[CH2:26][CH2:25][CH2:24][CH2:23][C:22]5=[O:27])=[CH:17][CH:16]=4)[CH2:12][CH2:13][C:14]=3[C:6]([CH3:4])=[N:7]2)=[CH:34][CH:33]=1. The yield is 0.580. The catalyst is C1COCC1.CC(O)=O.[Zn].